Dataset: Peptide-MHC class I binding affinity with 185,985 pairs from IEDB/IMGT. Task: Regression. Given a peptide amino acid sequence and an MHC pseudo amino acid sequence, predict their binding affinity value. This is MHC class I binding data. (1) The peptide sequence is EKPKFLPDL. The MHC is HLA-A01:01 with pseudo-sequence HLA-A01:01. The binding affinity (normalized) is 0.0847. (2) The peptide sequence is GMDYEEYKSK. The MHC is HLA-A11:01 with pseudo-sequence HLA-A11:01. The binding affinity (normalized) is 0.490. (3) The binding affinity (normalized) is 0.0847. The peptide sequence is FMLSVHYRH. The MHC is HLA-A03:01 with pseudo-sequence HLA-A03:01. (4) The peptide sequence is FSGKKSDEY. The binding affinity (normalized) is 0.0983. The MHC is Mamu-B17 with pseudo-sequence Mamu-B17. (5) The peptide sequence is LTPGAKQNIQL. The binding affinity (normalized) is 1.00. The MHC is Mamu-A01 with pseudo-sequence Mamu-A01. (6) The peptide sequence is MGHPKNAYL. The MHC is HLA-A24:02 with pseudo-sequence HLA-A24:02. The binding affinity (normalized) is 0.0847. (7) The peptide sequence is SQVSSTELF. The MHC is HLA-B15:03 with pseudo-sequence HLA-B15:03. The binding affinity (normalized) is 0.944.